From a dataset of Full USPTO retrosynthesis dataset with 1.9M reactions from patents (1976-2016). Predict the reactants needed to synthesize the given product. (1) Given the product [CH3:5][O:6][C:7](=[O:32])[CH2:8][CH2:9][CH2:10]/[CH:11]=[CH:12]\[CH2:13][N:14]1[C:15](=[O:31])[CH2:16][CH2:17][CH2:18][C@@H:19]1/[CH:20]=[CH:21]/[CH:22]([OH:30])[CH2:23][C:24]1[CH:29]=[CH:28][CH:27]=[CH:26][CH:25]=1, predict the reactants needed to synthesize it. The reactants are: [BH4-].[Na+].CO.[CH3:5][O:6][C:7](=[O:32])[CH2:8][CH2:9][CH2:10][CH:11]=[CH:12][CH2:13][N:14]1[C@@H:19](/[CH:20]=[CH:21]/[C:22](=[O:30])[CH2:23][C:24]2[CH:29]=[CH:28][CH:27]=[CH:26][CH:25]=2)[CH2:18][CH2:17][CH2:16][C:15]1=[O:31]. (2) The reactants are: Br[CH:2]1[C:7](=[O:8])[CH2:6][CH2:5][CH:4]([C:9]2[CH:10]=[C:11]([CH:14]=[C:15]([F:17])[CH:16]=2)[C:12]#[N:13])[CH2:3]1.[N-:18]=[N+:19]=[N-:20].[Na+]. Given the product [N:18]([CH:2]1[C:7](=[O:8])[CH2:6][CH2:5][CH:4]([C:9]2[CH:10]=[C:11]([CH:14]=[C:15]([F:17])[CH:16]=2)[C:12]#[N:13])[CH2:3]1)=[N+:19]=[N-:20], predict the reactants needed to synthesize it. (3) Given the product [CH3:1][C@@H:2]1[O:9][C:7](=[O:8])[C@H:6]([CH3:10])[O:5][C:3]1=[O:4].[C:14]1(=[O:15])[O:16][CH2:17][CH2:18][CH2:11][CH2:12][CH2:13]1, predict the reactants needed to synthesize it. The reactants are: [CH3:1][C@@H:2]1[O:9][C:7](=[O:8])[C@H:6]([CH3:10])[O:5][C:3]1=[O:4].[CH2:11]1[CH2:18][CH2:17][O:16][C:14](=[O:15])[CH2:13][CH2:12]1. (4) Given the product [CH2:1]([N:4]1[CH:8]=[CH:7][N:6]=[C:5]1[C:9]1[S:10][C:11]([Sn:37]([CH2:38][CH2:39][CH2:40][CH3:41])([CH2:42][CH2:43][CH2:44][CH3:45])[CH2:33][CH2:34][CH2:35][CH3:36])=[CH:12][C:13]=1[C:14]1[CH:19]=[CH:18][C:17]([Cl:20])=[CH:16][C:15]=1[Cl:21])[CH:2]=[CH2:3], predict the reactants needed to synthesize it. The reactants are: [CH2:1]([N:4]1[CH:8]=[CH:7][N:6]=[C:5]1[C:9]1[S:10][CH:11]=[CH:12][C:13]=1[C:14]1[CH:19]=[CH:18][C:17]([Cl:20])=[CH:16][C:15]=1[Cl:21])[CH:2]=[CH2:3].C([Li])CCC.CCCCCC.[CH2:33]([Sn:37](Cl)([CH2:42][CH2:43][CH2:44][CH3:45])[CH2:38][CH2:39][CH2:40][CH3:41])[CH2:34][CH2:35][CH3:36].